This data is from Peptide-MHC class I binding affinity with 185,985 pairs from IEDB/IMGT. The task is: Regression. Given a peptide amino acid sequence and an MHC pseudo amino acid sequence, predict their binding affinity value. This is MHC class I binding data. The peptide sequence is MAVELFQTI. The MHC is HLA-B51:01 with pseudo-sequence HLA-B51:01. The binding affinity (normalized) is 0.802.